This data is from NCI-60 drug combinations with 297,098 pairs across 59 cell lines. The task is: Regression. Given two drug SMILES strings and cell line genomic features, predict the synergy score measuring deviation from expected non-interaction effect. (1) Drug 1: C1CCC(CC1)NC(=O)N(CCCl)N=O. Drug 2: C(CCl)NC(=O)N(CCCl)N=O. Cell line: MDA-MB-435. Synergy scores: CSS=3.92, Synergy_ZIP=8.55, Synergy_Bliss=7.83, Synergy_Loewe=1.92, Synergy_HSA=2.33. (2) Drug 1: CC1C(C(CC(O1)OC2CC(OC(C2O)C)OC3=CC4=CC5=C(C(=O)C(C(C5)C(C(=O)C(C(C)O)O)OC)OC6CC(C(C(O6)C)O)OC7CC(C(C(O7)C)O)OC8CC(C(C(O8)C)O)(C)O)C(=C4C(=C3C)O)O)O)O. Drug 2: C1C(C(OC1N2C=NC(=NC2=O)N)CO)O. Cell line: SF-268. Synergy scores: CSS=4.15, Synergy_ZIP=2.59, Synergy_Bliss=3.80, Synergy_Loewe=-7.98, Synergy_HSA=0.238.